Dataset: Reaction yield outcomes from USPTO patents with 853,638 reactions. Task: Predict the reaction yield, written as a fraction of the theoretical maximum amount of product (1.0 means a 100% yield; for example, 0.34 means a 34% yield). (1) The reactants are [Cl:1][C:2]1[C:7]([OH:8])=[CH:6][CH:5]=[CH:4][N:3]=1.[C:9]([O-])(O)=[O:10].[Na+].C=O.Cl. The catalyst is O. The product is [Cl:1][C:2]1[C:7]([OH:8])=[CH:6][CH:5]=[C:4]([CH2:9][OH:10])[N:3]=1. The yield is 0.810. (2) The reactants are [CH:1]1([CH2:4][O:5][C:6]2[N:11]=[CH:10][N:9]=[C:8]([NH2:12])[CH:7]=2)[CH2:3][CH2:2]1.[CH3:13]C1(CO)CC1. No catalyst specified. The product is [CH3:13][C:1]1([CH2:4][O:5][C:6]2[N:11]=[CH:10][N:9]=[C:8]([NH2:12])[CH:7]=2)[CH2:2][CH2:3]1. The yield is 0.890. (3) The reactants are [N:1]1[CH:6]=[CH:5][CH:4]=[CH:3][C:2]=1[CH2:7][NH2:8].C(N(CC)C(C)C)(C)C.Cl[C:19](=[O:25])[C:20]([O:22][CH2:23][CH3:24])=[O:21]. The catalyst is ClCCl. The product is [O:25]=[C:19]([NH:8][CH2:7][C:2]1[CH:3]=[CH:4][CH:5]=[CH:6][N:1]=1)[C:20]([O:22][CH2:23][CH3:24])=[O:21]. The yield is 0.620. (4) The reactants are Cl[CH2:2][C:3]1[N:4]=[C:5]([C:33]([F:36])([F:35])[F:34])[N:6]2[CH2:11][CH2:10][N:9]([C:12]([C:14]3[CH:15]=[C:16]([CH2:21][C:22]4[C:31]5[C:26](=[CH:27][CH:28]=[CH:29][CH:30]=5)[C:25](=[O:32])[NH:24][N:23]=4)[CH:17]=[CH:18][C:19]=3[F:20])=[O:13])[CH2:8][C:7]=12.[CH3:37][NH2:38].C(=O)([O-])[O-].[K+].[K+]. The catalyst is C(#N)C.O1CCCC1. The product is [F:20][C:19]1[CH:18]=[CH:17][C:16]([CH2:21][C:22]2[C:31]3[C:26](=[CH:27][CH:28]=[CH:29][CH:30]=3)[C:25](=[O:32])[NH:24][N:23]=2)=[CH:15][C:14]=1[C:12]([N:9]1[CH2:10][CH2:11][N:6]2[C:5]([C:33]([F:36])([F:34])[F:35])=[N:4][C:3]([CH2:2][NH:38][CH3:37])=[C:7]2[CH2:8]1)=[O:13]. The yield is 0.101. (5) No catalyst specified. The yield is 0.700. The reactants are [CH3:1][C:2]1([CH3:23])[CH2:6][O:5][C:4]2=[CH:7][C:8]3[O:9][CH2:10][C:11]4([C:21]=3[CH:22]=[C:3]12)[C:19]1[C:14](=[CH:15][CH:16]=[CH:17][CH:18]=1)[NH:13][C:12]4=[O:20].N1C2C(=CC=CC=2)C2(C3=CC4OCOC=4C=C3OC2)C1=O.S(O[CH2:56][CH:57]1[CH2:62][CH2:61][N:60]([C:63]([O:65][C:66]([CH3:69])([CH3:68])[CH3:67])=[O:64])[CH2:59][CH2:58]1)(C1C=CC(C)=CC=1)(=O)=O.FC1C=CC(CBr)=CC=1. The product is [CH3:1][C:2]1([CH3:23])[CH2:6][O:5][C:4]2=[CH:7][C:8]3[O:9][CH2:10][C:11]4([C:21]=3[CH:22]=[C:3]12)[C:19]1[C:14](=[CH:15][CH:16]=[CH:17][CH:18]=1)[N:13]([CH2:56][CH:57]1[CH2:62][CH2:61][N:60]([C:63]([O:65][C:66]([CH3:67])([CH3:69])[CH3:68])=[O:64])[CH2:59][CH2:58]1)[C:12]4=[O:20]. (6) The reactants are [NH2:1][C:2]1[C:11]([NH2:12])=[C:10]2[C:5]([C:6](=[O:19])[CH:7]=[C:8]([C:13]3[CH:18]=[CH:17][CH:16]=[CH:15][CH:14]=3)[O:9]2)=[CH:4][CH:3]=1.[CH3:20][C:21](O)=O. No catalyst specified. The product is [CH3:20][C:21]1[NH:1][C:2]2[CH:3]=[CH:4][C:5]3[C:6](=[O:19])[CH:7]=[C:8]([C:13]4[CH:18]=[CH:17][CH:16]=[CH:15][CH:14]=4)[O:9][C:10]=3[C:11]=2[N:12]=1. The yield is 0.400. (7) The yield is 0.640. The product is [F:24][C:25]1[CH:26]=[C:27]([NH:31][C:32](=[O:33])[NH:1][C:2]2[CH:7]=[CH:6][C:5]([C:8]3[CH:12]=[C:11]([C:13]([NH:15][CH:16]([CH:21]([CH3:23])[CH3:22])[C:17]([O:19][CH3:20])=[O:18])=[O:14])[O:10][N:9]=3)=[CH:4][CH:3]=2)[CH:28]=[CH:29][CH:30]=1. The reactants are [NH2:1][C:2]1[CH:7]=[CH:6][C:5]([C:8]2[CH:12]=[C:11]([C:13]([NH:15][CH:16]([CH:21]([CH3:23])[CH3:22])[C:17]([O:19][CH3:20])=[O:18])=[O:14])[O:10][N:9]=2)=[CH:4][CH:3]=1.[F:24][C:25]1[CH:30]=[CH:29][CH:28]=[C:27]([N:31]=[C:32]=[O:33])[CH:26]=1. The catalyst is C1COCC1. (8) The reactants are [F:1][C:2]1[CH:7]=[CH:6][C:5]([S:8]([C@@:11]2([C:16]3[CH:21]=[CH:20][C:19]([C:22]([F:31])([C:27]([F:30])([F:29])[F:28])[C:23]([F:26])([F:25])[F:24])=[CH:18][CH:17]=3)[CH2:15][CH2:14][NH:13][CH2:12]2)(=[O:10])=[O:9])=[CH:4][CH:3]=1.[CH:32]([C:34]1([C:42](O)=[O:43])[CH2:39][CH2:38][S:37](=[O:41])(=[O:40])[CH2:36][CH2:35]1)=[CH2:33].CCN(C(C)C)C(C)C.CN(C(ON1N=NC2C=CC=NC1=2)=[N+](C)C)C.F[P-](F)(F)(F)(F)F. The catalyst is CN(C=O)C. The product is [O:40]=[S:37]1(=[O:41])[CH2:38][CH2:39][C:34]([C:42]([N:13]2[CH2:14][CH2:15][C@@:11]([S:8]([C:5]3[CH:6]=[CH:7][C:2]([F:1])=[CH:3][CH:4]=3)(=[O:9])=[O:10])([C:16]3[CH:17]=[CH:18][C:19]([C:22]([F:31])([C:23]([F:26])([F:25])[F:24])[C:27]([F:28])([F:29])[F:30])=[CH:20][CH:21]=3)[CH2:12]2)=[O:43])([CH:32]=[CH2:33])[CH2:35][CH2:36]1. The yield is 0.860. (9) The yield is 0.940. The reactants are C([O:3][C:4]([C:6]1[N:7]([CH3:29])[CH:8]=[C:9]([NH:11][C:12]([C:14]2[N:15]([CH3:28])[CH:16]=[C:17]([NH:19][C:20]([C:22]3[N:23]([CH3:27])[CH:24]=[CH:25][N:26]=3)=[O:21])[CH:18]=2)=[O:13])[N:10]=1)=[O:5])C.[OH-].[Na+:31].Cl.C(O)(C)C. The product is [CH3:29][N:7]1[CH:8]=[C:9]([NH:11][C:12]([C:14]2[N:15]([CH3:28])[CH:16]=[C:17]([NH:19][C:20]([C:22]3[N:23]([CH3:27])[CH:24]=[CH:25][N:26]=3)=[O:21])[CH:18]=2)=[O:13])[N:10]=[C:6]1[C:4]([O-:5])=[O:3].[Na+:31]. The catalyst is CO. (10) The reactants are [CH2:1]([N:8]1[CH2:13][CH2:12][C:11]([C:16]2[CH:21]=[CH:20][N:19]=[CH:18][CH:17]=2)([NH:14][CH3:15])[CH2:10][CH2:9]1)[C:2]1[CH:7]=[CH:6][CH:5]=[CH:4][CH:3]=1.[H-].[Na+].Cl[C:25]([O:27][CH3:28])=[O:26]. The product is [CH2:1]([N:8]1[CH2:9][CH2:10][C:11]([N:14]([CH3:15])[C:25](=[O:26])[O:27][CH3:28])([C:16]2[CH:17]=[CH:18][N:19]=[CH:20][CH:21]=2)[CH2:12][CH2:13]1)[C:2]1[CH:7]=[CH:6][CH:5]=[CH:4][CH:3]=1. The yield is 0.510. The catalyst is O1CCCC1.C(OCC)(=O)C.